This data is from Catalyst prediction with 721,799 reactions and 888 catalyst types from USPTO. The task is: Predict which catalyst facilitates the given reaction. Reactant: [OH:1][N:2]=[C:3]([C:14]#[N:15])[C:4]1[CH:9]=[CH:8][C:7]([O:10][CH3:11])=[C:6]([O:12][CH3:13])[CH:5]=1.C(N(CC)CC)C.[C:23]1([CH3:33])[CH:28]=[CH:27][C:26]([S:29](Cl)(=[O:31])=[O:30])=[CH:25][CH:24]=1. Product: [CH3:33][C:23]1[CH:28]=[CH:27][C:26]([S:29]([O:1][N:2]=[C:3]([C:14]#[N:15])[C:4]2[CH:9]=[CH:8][C:7]([O:10][CH3:11])=[C:6]([O:12][CH3:13])[CH:5]=2)(=[O:31])=[O:30])=[CH:25][CH:24]=1. The catalyst class is: 1.